Task: Regression. Given two drug SMILES strings and cell line genomic features, predict the synergy score measuring deviation from expected non-interaction effect.. Dataset: NCI-60 drug combinations with 297,098 pairs across 59 cell lines (1) Cell line: CAKI-1. Synergy scores: CSS=-8.15, Synergy_ZIP=3.77, Synergy_Bliss=-1.12, Synergy_Loewe=-8.80, Synergy_HSA=-8.59. Drug 1: COC1=NC(=NC2=C1N=CN2C3C(C(C(O3)CO)O)O)N. Drug 2: CCCCCOC(=O)NC1=NC(=O)N(C=C1F)C2C(C(C(O2)C)O)O. (2) Drug 1: C1=C(C(=O)NC(=O)N1)N(CCCl)CCCl. Drug 2: B(C(CC(C)C)NC(=O)C(CC1=CC=CC=C1)NC(=O)C2=NC=CN=C2)(O)O. Cell line: 786-0. Synergy scores: CSS=20.0, Synergy_ZIP=-3.39, Synergy_Bliss=-9.08, Synergy_Loewe=-8.37, Synergy_HSA=-8.36.